This data is from Reaction yield outcomes from USPTO patents with 853,638 reactions. The task is: Predict the reaction yield, written as a fraction of the theoretical maximum amount of product (1.0 means a 100% yield; for example, 0.34 means a 34% yield). (1) The reactants are [CH:1]1([NH:7][CH2:8][C:9]([OH:16])([CH3:15])[C:10]([O:12][CH2:13][CH3:14])=[O:11])[CH2:6][CH2:5][CH2:4][CH2:3][CH2:2]1.[CH2:17](Br)[C:18]1[CH:23]=[CH:22][CH:21]=[CH:20][CH:19]=1.C([O-])([O-])=O.[K+].[K+].CCOC(C)=O. The catalyst is C(#N)C. The product is [CH2:17]([N:7]([CH:1]1[CH2:2][CH2:3][CH2:4][CH2:5][CH2:6]1)[CH2:8][C:9]([OH:16])([CH3:15])[C:10]([O:12][CH2:13][CH3:14])=[O:11])[C:18]1[CH:23]=[CH:22][CH:21]=[CH:20][CH:19]=1. The yield is 0.750. (2) The reactants are [C:1]([O:5][C:6]([N:8]1[CH2:13][CH2:12][N:11]([C:14]2[CH:15]=[CH:16][C:17]([CH3:30])=[C:18]3[C:23]=2[O:22][C:21]([C:24]([O:26]CC)=[O:25])=[CH:20][C:19]3=[O:29])[CH2:10][CH2:9]1)=[O:7])([CH3:4])([CH3:3])[CH3:2].O[Li].O. The catalyst is C1COCC1.CO.O. The product is [C:1]([O:5][C:6]([N:8]1[CH2:13][CH2:12][N:11]([C:14]2[CH:15]=[CH:16][C:17]([CH3:30])=[C:18]3[C:23]=2[O:22][C:21]([C:24]([OH:26])=[O:25])=[CH:20][C:19]3=[O:29])[CH2:10][CH2:9]1)=[O:7])([CH3:4])([CH3:3])[CH3:2]. The yield is 0.970. (3) The yield is 0.890. No catalyst specified. The reactants are [Br:1][C:2]1[CH:7]=[CH:6][C:5]([C:8](=[O:14])[CH2:9][CH2:10][C:11]([OH:13])=[O:12])=[CH:4][CH:3]=1.OS(O)(=O)=O.[CH3:20]O. The product is [Br:1][C:2]1[CH:3]=[CH:4][C:5]([C:8](=[O:14])[CH2:9][CH2:10][C:11]([O:13][CH3:20])=[O:12])=[CH:6][CH:7]=1. (4) The reactants are [Cl:1][C:2]1[CH:3]=[C:4]([C:9](=O)[CH2:10][C:11](=O)[C:12]([F:15])([F:14])[F:13])[CH:5]=[CH:6][C:7]=1[F:8].[NH2:18][C:19]1[C:23]([C:24]2[CH:25]=[N:26][CH:27]=[CH:28][CH:29]=2)=[CH:22][NH:21][N:20]=1. No catalyst specified. The product is [Cl:1][C:2]1[CH:3]=[C:4]([C:9]2[CH:10]=[C:11]([C:12]([F:15])([F:14])[F:13])[N:20]3[N:21]=[CH:22][C:23]([C:24]4[CH:25]=[N:26][CH:27]=[CH:28][CH:29]=4)=[C:19]3[N:18]=2)[CH:5]=[CH:6][C:7]=1[F:8]. The yield is 0.690.